From a dataset of Forward reaction prediction with 1.9M reactions from USPTO patents (1976-2016). Predict the product of the given reaction. (1) Given the reactants [CH3:1][O:2][C:3]([C:5]1[CH:14]=[C:13]2[C:8]([CH:9]=[CH:10][NH:11][C:12]2=[O:15])=[CH:7][CH:6]=1)=[O:4].Br[C:17]1([C:24]#[N:25])[CH:22]=[CH:21][C:20]([CH3:23])=[CH:19][CH2:18]1, predict the reaction product. The product is: [CH3:1][O:2][C:3]([C:5]1[CH:14]=[C:13]2[C:8]([CH:9]=[CH:10][N:11]([CH2:23][C:20]3[CH:21]=[CH:22][C:17]([C:24]#[N:25])=[CH:18][CH:19]=3)[C:12]2=[O:15])=[CH:7][CH:6]=1)=[O:4]. (2) Given the reactants ClC1C=CC2SC=C(CN3CCN(C4SC(C(O)=O)=C(C)N=4)C3=O)C=2C=1.[NH:27]1[C:35]2[C:30](=[CH:31][CH:32]=[CH:33][CH:34]=2)[C:29]([CH2:36][CH2:37][N:38]2[CH2:42][CH2:41][N:40]([C:43]3[S:44][C:45]([C:49](O)=[O:50])=[C:46]([CH3:48])[N:47]=3)[C:39]2=[O:52])=[CH:28]1.[N:53]1[CH:58]=[CH:57][CH:56]=[C:55]([CH2:59][NH2:60])[CH:54]=1, predict the reaction product. The product is: [NH:27]1[C:35]2[C:30](=[CH:31][CH:32]=[CH:33][CH:34]=2)[C:29]([CH2:36][CH2:37][N:38]2[CH2:42][CH2:41][N:40]([C:43]3[S:44][C:45]([C:49]([NH:60][CH2:59][C:55]4[CH:54]=[N:53][CH:58]=[CH:57][CH:56]=4)=[O:50])=[C:46]([CH3:48])[N:47]=3)[C:39]2=[O:52])=[CH:28]1. (3) Given the reactants [Br:1][C:2]1[CH:3]=[C:4]2[C:8](=[CH:9][CH:10]=1)[NH:7][C:6]1[CH:11]=[N:12][C:13]([C:15]#[N:16])=[CH:14][C:5]2=1.C[Li].[O:19]1[CH:21]([CH2:22][O:23][C:24]2[CH:29]=[CH:28][CH:27]=[CH:26][CH:25]=2)[CH2:20]1, predict the reaction product. The product is: [Br:1][C:2]1[CH:3]=[C:4]2[C:8](=[CH:9][CH:10]=1)[N:7]([CH2:20][CH:21]([OH:19])[CH2:22][O:23][C:24]1[CH:29]=[CH:28][CH:27]=[CH:26][CH:25]=1)[C:6]1[CH:11]=[N:12][C:13]([C:15]#[N:16])=[CH:14][C:5]2=1. (4) Given the reactants [CH2:1]([N:8]([CH:12]1[CH2:14][CH2:13]1)[C:9]([Cl:11])=[O:10])[C:2]1[CH:7]=[CH:6]C=[CH:4][CH:3]=1.C1(NCC2CC[O:23]CC2)CC1.C(NCC1CC1)C1C=CC=CC=1, predict the reaction product. The product is: [CH:12]1([N:8]([CH2:1][CH:2]2[CH2:7][CH2:6][O:23][CH2:4][CH2:3]2)[C:9]([Cl:11])=[O:10])[CH2:14][CH2:13]1. (5) Given the reactants [F:1][C:2]1[CH:11]=[C:10]([O:12][CH3:13])[CH:9]=[C:8]2[C:3]=1[C:4](O)=[N:5][CH:6]=[N:7]2.S(Cl)([Cl:17])=O.CN(C)C=O, predict the reaction product. The product is: [Cl:17][C:4]1[C:3]2[C:8](=[CH:9][C:10]([O:12][CH3:13])=[CH:11][C:2]=2[F:1])[N:7]=[CH:6][N:5]=1. (6) The product is: [CH3:1][C@H:2]1[NH:7][C@@H:6]([CH3:8])[CH2:5][N:4]([C:9]2[CH:10]=[C:11]([NH:12][S:36]([C:34]3[S:35][C:31]([C:26]4[CH:27]=[CH:28][CH:29]=[CH:30][N:25]=4)=[CH:32][CH:33]=3)(=[O:37])=[O:38])[CH:13]=[CH:14][C:15]=2[O:16][CH3:17])[CH2:3]1. Given the reactants [CH3:1][C@H:2]1[NH:7][C@@H:6]([CH3:8])[CH2:5][N:4]([C:9]2[CH:10]=[C:11]([CH:13]=[CH:14][C:15]=2[O:16][CH3:17])[NH2:12])[CH2:3]1.CN1CCOCC1.[N:25]1[CH:30]=[CH:29][CH:28]=[CH:27][C:26]=1[C:31]1[S:35][C:34]([S:36](Cl)(=[O:38])=[O:37])=[CH:33][CH:32]=1, predict the reaction product.